This data is from NCI-60 drug combinations with 297,098 pairs across 59 cell lines. The task is: Regression. Given two drug SMILES strings and cell line genomic features, predict the synergy score measuring deviation from expected non-interaction effect. Drug 1: CC12CCC3C(C1CCC2=O)CC(=C)C4=CC(=O)C=CC34C. Drug 2: C1=CC(=CC=C1CCCC(=O)O)N(CCCl)CCCl. Cell line: HS 578T. Synergy scores: CSS=26.9, Synergy_ZIP=-1.82, Synergy_Bliss=3.73, Synergy_Loewe=-2.58, Synergy_HSA=5.61.